Dataset: Full USPTO retrosynthesis dataset with 1.9M reactions from patents (1976-2016). Task: Predict the reactants needed to synthesize the given product. (1) Given the product [CH3:22][N:4]1[C:3](=[O:23])[C:2]([O:1][S:30]([CH2:27][CH2:26][CH3:25])(=[O:32])=[O:31])=[C:7]([C:8]2[CH:13]=[CH:12][C:11]([C:14]([F:15])([F:17])[F:16])=[CH:10][C:9]=2[S:18]([CH3:21])(=[O:19])=[O:20])[CH:6]=[N:5]1, predict the reactants needed to synthesize it. The reactants are: [OH:1][C:2]1[C:3](=[O:23])[N:4]([CH3:22])[N:5]=[CH:6][C:7]=1[C:8]1[CH:13]=[CH:12][C:11]([C:14]([F:17])([F:16])[F:15])=[CH:10][C:9]=1[S:18]([CH3:21])(=[O:20])=[O:19].C1(C)C=C[C:27]([S:30](Cl)(=[O:32])=[O:31])=[CH:26][CH:25]=1.C(#N)C.C(=O)([O-])[O-].[K+].[K+]. (2) Given the product [CH3:1][O:2][C:3]([C:5]1[CH:6]=[CH:7][CH:8]=[C:9]2[O:13][C:12]([C:14]3[CH:23]=[CH:22][C:21]4[C:16](=[CH:17][CH:18]=[CH:19][CH:20]=4)[C:15]=3[OH:24])=[N:11][C:10]=12)=[O:4], predict the reactants needed to synthesize it. The reactants are: [CH3:1][O:2][C:3]([C:5]1[CH:6]=[CH:7][CH:8]=[C:9]2[O:13][C:12]([C:14]3[CH:23]=[CH:22][C:21]4[C:16](=[CH:17][CH:18]=[CH:19][CH:20]=4)[C:15]=3[O:24]CC3C=CC=CC=3)=[N:11][C:10]=12)=[O:4].